This data is from Forward reaction prediction with 1.9M reactions from USPTO patents (1976-2016). The task is: Predict the product of the given reaction. (1) The product is: [CH3:1][C:2]1([CH3:14])[C:6]([CH3:7])([CH3:8])[O:5][B:4]([C:9]2[CH:13]=[N:12][N:11]([CH:20]3[CH2:21][CH2:22][N:17]([C:23]([O:25][C:2]([CH3:14])([CH3:6])[CH3:1])=[O:24])[CH2:18][CH2:19]3)[CH:10]=2)[O:3]1. Given the reactants [CH3:1][C:2]1([CH3:14])[C:6]([CH3:8])([CH3:7])[O:5][B:4]([C:9]2[CH:10]=[N:11][NH:12][CH:13]=2)[O:3]1.[H-].[Na+].[N:17]1([C:23]([O-:25])=[O:24])[CH2:22][CH2:21][CH2:20][CH2:19][CH2:18]1, predict the reaction product. (2) Given the reactants [NH:1]1[C:9]2[C:4](=[CH:5][CH:6]=[CH:7][CH:8]=2)[C:3](/[CH:10]=[C:11]2\[O:12][C:13]3[CH:20]=[C:19]([OH:21])[C:18]([C:22]4[CH:27]=[CH:26][CH:25]=[CH:24][CH:23]=4)=[CH:17][C:14]=3[C:15]\2=[O:16])=[CH:2]1.[C:28]([O:32][C:33]([N:35]1[CH2:40][CH2:39][NH:38][CH2:37][CH2:36]1)=[O:34])([CH3:31])([CH3:30])[CH3:29].[CH2:41]=O, predict the reaction product. The product is: [NH:1]1[C:9]2[C:4](=[CH:5][CH:6]=[CH:7][CH:8]=2)[C:3](/[CH:10]=[C:11]2\[O:12][C:13]3[C:20]([CH2:41][N:38]4[CH2:39][CH2:40][N:35]([C:33]([O:32][C:28]([CH3:31])([CH3:29])[CH3:30])=[O:34])[CH2:36][CH2:37]4)=[C:19]([OH:21])[C:18]([C:22]4[CH:27]=[CH:26][CH:25]=[CH:24][CH:23]=4)=[CH:17][C:14]=3[C:15]\2=[O:16])=[CH:2]1. (3) Given the reactants C(OC(=O)[NH:7][CH:8]1[CH2:13][CH2:12][N:11]([CH2:14][C:15]2[C:23]3[C:18](=[CH:19][C:20]([O:24][C:25]4[S:26][C:27]5[CH:33]=[CH:32][CH:31]=[CH:30][C:28]=5[N:29]=4)=[CH:21][CH:22]=3)[NH:17][CH:16]=2)[CH2:10][CH2:9]1)(C)(C)C.[ClH:35], predict the reaction product. The product is: [ClH:35].[ClH:35].[S:26]1[C:27]2[CH:33]=[CH:32][CH:31]=[CH:30][C:28]=2[N:29]=[C:25]1[O:24][C:20]1[CH:19]=[C:18]2[C:23]([C:15]([CH2:14][N:11]3[CH2:12][CH2:13][CH:8]([NH2:7])[CH2:9][CH2:10]3)=[CH:16][NH:17]2)=[CH:22][CH:21]=1. (4) Given the reactants [CH3:1][Si](C=[N+]=[N-])(C)C.[CH3:8][C:9]1[CH:10]=[CH:11][C:12]([C:16]([OH:18])=[O:17])=[N:13][C:14]=1[CH3:15], predict the reaction product. The product is: [CH3:1][O:17][C:16]([C:12]1[CH:11]=[CH:10][C:9]([CH3:8])=[C:14]([CH3:15])[N:13]=1)=[O:18]. (5) Given the reactants [Si:1]([OH:5])([OH:4])([OH:3])[OH:2].[OH-].[Na+:7], predict the reaction product. The product is: [Si:1]([O-:5])([O-:4])([O-:3])[O-:2].[Na+:7].[Na+:7].[Na+:7].[Na+:7]. (6) Given the reactants [CH:1]([Si:4]([CH:9]([CH3:11])[CH3:10])([CH:6]([CH3:8])[CH3:7])[SH:5])([CH3:3])[CH3:2].C1(C)C=CC=CC=1.[H-].[Na+].[CH3:21][C:22]1[C:27](Br)=[CH:26][CH:25]=[CH:24][C:23]=1[N:29]1[C:33](=[O:34])[N:32]([CH3:35])[N:31]=[N:30]1, predict the reaction product. The product is: [CH3:21][C:22]1[C:27]([S:5][Si:4]([CH:1]([CH3:3])[CH3:2])([CH:6]([CH3:8])[CH3:7])[CH:9]([CH3:11])[CH3:10])=[CH:26][CH:25]=[CH:24][C:23]=1[N:29]1[C:33](=[O:34])[N:32]([CH3:35])[N:31]=[N:30]1.